Dataset: Full USPTO retrosynthesis dataset with 1.9M reactions from patents (1976-2016). Task: Predict the reactants needed to synthesize the given product. (1) The reactants are: BrC1C2C(=NN(C3C=CN=CC=3)N=2)C(Br)=CC=1.Br[C:19]1[C:27]2[C:23](=[N:24][N:25]([C:28]3[CH:33]=[CH:32][C:31]([N+:34]([O-:36])=[O:35])=[CH:30][CH:29]=3)[N:26]=2)[C:22](Br)=[CH:21][CH:20]=1. Given the product [N+:34]([C:31]1[CH:32]=[CH:33][C:28]([N:25]2[N:26]=[C:27]3[CH:19]=[CH:20][CH:21]=[CH:22][C:23]3=[N:24]2)=[CH:29][CH:30]=1)([O-:36])=[O:35], predict the reactants needed to synthesize it. (2) Given the product [NH:18]1[CH:19]=[N:20][C:16]([C:12]2[CH:11]=[C:10]3[C:15](=[CH:14][CH:13]=2)[NH:7][N:8]=[C:9]3[C:40]2[CH:41]=[C:42]([CH:47]=[CH:48][CH:49]=2)[C:43]([OH:45])=[O:44])=[N:17]1, predict the reactants needed to synthesize it. The reactants are: O1CCCCC1[N:7]1[C:15]2[C:10](=[CH:11][C:12]([C:16]3[N:20]=[CH:19][N:18](C(C4C=CC=CC=4)(C4C=CC=CC=4)C4C=CC=CC=4)[N:17]=3)=[CH:13][CH:14]=2)[C:9]([C:40]2[CH:41]=[C:42]([CH:47]=[CH:48][CH:49]=2)[C:43]([O:45]C)=[O:44])=[N:8]1.[OH-].[Na+]. (3) Given the product [NH2:1][C:2]1[C:7]([F:8])=[C:6]([C:9]2[CH:14]=[CH:13][C:12]([Cl:15])=[C:11]([CH:16]([F:18])[CH3:17])[C:10]=2[F:19])[N:5]=[C:4]([C:20]([O:22][CH2:31][C:34]2[CH:39]=[CH:38][CH:37]=[CH:36][CH:35]=2)=[O:21])[C:3]=1[Cl:23].[NH2:26][C:27]1[C:32]([F:33])=[C:31]([C:34]2[CH:39]=[CH:38][C:37]([Cl:40])=[C:36]([CH:41]([F:43])[CH3:42])[C:35]=2[F:44])[N:30]=[C:29]([C:45]([OH:47])=[O:46])[C:28]=1[Cl:49], predict the reactants needed to synthesize it. The reactants are: [NH2:1][C:2]1[C:7]([F:8])=[C:6]([C:9]2[CH:14]=[CH:13][C:12]([Cl:15])=[C:11]([CH:16]([F:18])[CH3:17])[C:10]=2[F:19])[N:5]=[C:4]([C:20]([OH:22])=[O:21])[C:3]=1[Cl:23].[OH-].[Na+].[NH2:26][C:27]1[C:32]([F:33])=[C:31]([C:34]2[CH:39]=[CH:38][C:37]([Cl:40])=[C:36]([CH:41]([F:43])[CH3:42])[C:35]=2[F:44])[N:30]=[C:29]([C:45]([O:47]C)=[O:46])[C:28]=1[Cl:49].Cl. (4) Given the product [Cl:1][C:2]1[CH:3]=[CH:4][C:5]([CH:24]=[O:25])=[C:6]2[C:10]=1[N:9]=[C:8]1[N:11]([C:15]3[CH:16]=[N:17][C:18]([O:22][CH3:23])=[CH:19][C:20]=3[CH3:21])[CH2:12][CH2:13][CH2:14][N:7]21, predict the reactants needed to synthesize it. The reactants are: [Cl:1][C:2]1[C:10]2[N:9]=[C:8]3[N:11]([C:15]4[CH:16]=[N:17][C:18]([O:22][CH3:23])=[CH:19][C:20]=4[CH3:21])[CH2:12][CH2:13][CH2:14][N:7]3[C:6]=2[C:5]([CH2:24][OH:25])=[CH:4][CH:3]=1.C(N(CC)CC)C. (5) Given the product [CH3:1][O:2][C:3]([C:5]1[S:14][C:8]2[N:9]=[CH:10][N:11]=[C:12]([NH:16][C:17]3[CH:35]=[CH:34][C:33]([CH3:36])=[CH:32][C:18]=3[O:19][C@H:20]3[CH2:25][CH2:24][CH2:23][N:22]([C:26](=[O:31])[C:27]([F:30])([F:28])[F:29])[CH2:21]3)[C:7]=2[C:6]=1[CH3:15])=[O:4], predict the reactants needed to synthesize it. The reactants are: [CH3:1][O:2][C:3]([C:5]1[S:14][C:8]2[N:9]=[CH:10][N:11]=[C:12](Cl)[C:7]=2[C:6]=1[CH3:15])=[O:4].[NH2:16][C:17]1[CH:35]=[CH:34][C:33]([CH3:36])=[CH:32][C:18]=1[O:19][C@H:20]1[CH2:25][CH2:24][CH2:23][N:22]([C:26](=[O:31])[C:27]([F:30])([F:29])[F:28])[CH2:21]1.